From a dataset of Full USPTO retrosynthesis dataset with 1.9M reactions from patents (1976-2016). Predict the reactants needed to synthesize the given product. (1) Given the product [C:24]([O:28][C:29]([NH:31][C@@H:32]1[CH2:37][CH2:36][CH2:35][N:34]([C:38]2[C:50]([CH2:51][C:52]3[CH:57]=[CH:56][CH:55]=[CH:54][C:53]=3[Cl:58])=[C:41]3[C:42](=[O:49])[NH:43][C:44]([C:46]([O:48][CH3:2])=[O:47])=[CH:45][N:40]3[N:39]=2)[CH2:33]1)=[O:30])([CH3:27])([CH3:25])[CH3:26], predict the reactants needed to synthesize it. The reactants are: Cl.[CH2:2](N=C=NCCCN(C)C)C.O.ON1C2C=CC=CC=2N=N1.[C:24]([O:28][C:29]([NH:31][C@@H:32]1[CH2:37][CH2:36][CH2:35][N:34]([C:38]2[C:50]([CH2:51][C:52]3[CH:57]=[CH:56][CH:55]=[CH:54][C:53]=3[Cl:58])=[C:41]3[C:42](=[O:49])[NH:43][C:44]([C:46]([OH:48])=[O:47])=[CH:45][N:40]3[N:39]=2)[CH2:33]1)=[O:30])([CH3:27])([CH3:26])[CH3:25].C(=O)([O-])O.[Na+]. (2) Given the product [N:1]1([C:10]2[S:14][C:13]([CH:15]([OH:20])[CH2:16][CH2:17][CH2:18][CH3:19])=[CH:12][CH:11]=2)[C:5]2[CH:6]=[CH:7][CH:8]=[CH:9][C:4]=2[N:3]=[CH:2]1, predict the reactants needed to synthesize it. The reactants are: [N:1]1([C:10]2[S:14][C:13]([C:15](=[O:20])[CH2:16][CH2:17][CH2:18][CH3:19])=[CH:12][CH:11]=2)[C:5]2[CH:6]=[CH:7][CH:8]=[CH:9][C:4]=2[N:3]=[CH:2]1.[BH4-].[Na+]. (3) The reactants are: Br[CH:2]1[CH2:8][CH2:7][CH2:6][C:5]2[CH:9]=[C:10]([N:13]3[CH2:17][C@H:16]([CH2:18][NH:19][C:20](=[O:22])[CH3:21])[O:15][C:14]3=[O:23])[CH:11]=[CH:12][C:4]=2[C:3]1=O.[CH:25]([NH:28][C:29](=S)[NH:30][NH2:31])([CH3:27])[CH3:26]. Given the product [CH:25]([NH:28][C:29]1[C:2]2[CH2:8][CH2:7][CH2:6][C:5]3[CH:9]=[C:10]([N:13]4[CH2:17][C@H:16]([CH2:18][NH:19][C:20](=[O:22])[CH3:21])[O:15][C:14]4=[O:23])[CH:11]=[CH:12][C:4]=3[C:3]=2[NH:31][N:30]=1)([CH3:27])[CH3:26], predict the reactants needed to synthesize it. (4) Given the product [F:1][C:2]1[C:3]([C:27]2[CH:32]=[CH:31][CH:30]=[C:29]([O:33][C:34]3[S:35][CH:36]=[CH:37][N:38]=3)[CH:28]=2)=[CH:4][C:5](=[O:26])[N:6]([CH2:8][CH2:9][C@@:10]([CH3:25])([S:21]([CH3:24])(=[O:23])=[O:22])[C:11]([NH:13][OH:14])=[O:12])[CH:7]=1, predict the reactants needed to synthesize it. The reactants are: [F:1][C:2]1[C:3]([C:27]2[CH:32]=[CH:31][CH:30]=[C:29]([O:33][C:34]3[S:35][CH:36]=[CH:37][N:38]=3)[CH:28]=2)=[CH:4][C:5](=[O:26])[N:6]([CH2:8][CH2:9][C@@:10]([CH3:25])([S:21]([CH3:24])(=[O:23])=[O:22])[C:11]([NH:13][O:14]C2CCCCO2)=[O:12])[CH:7]=1.FC1C(C2C=CC(N3N=CC=N3)=CC=2)=CC(=O)N(CC[C@@](C)(S(C)(=O)=O)C(NO)=O)C=1. (5) The reactants are: [CH3:1][S:2][C:3]1[CH:38]=[CH:37][CH:36]=[CH:35][C:4]=1[CH2:5][N:6]1[C:11]([CH3:12])=[CH:10][C:9]([O:13][CH2:14][C:15]2[CH:32]=[CH:31][CH:30]=[CH:29][C:16]=2[CH2:17][N:18]2C(=O)C3C(=CC=CC=3)C2=O)=[C:8]([Cl:33])[C:7]1=[O:34].O.NN. Given the product [NH2:18][CH2:17][C:16]1[CH:29]=[CH:30][CH:31]=[CH:32][C:15]=1[CH2:14][O:13][C:9]1[CH:10]=[C:11]([CH3:12])[N:6]([CH2:5][C:4]2[CH:35]=[CH:36][CH:37]=[CH:38][C:3]=2[S:2][CH3:1])[C:7](=[O:34])[C:8]=1[Cl:33], predict the reactants needed to synthesize it. (6) Given the product [C:1]([O:5][C:6]([NH:8][C@@H:9]([CH2:10][O:11][C:13]1[CH:18]=[CH:17][CH:16]=[CH:15][CH:14]=1)[CH3:12])=[O:7])([CH3:4])([CH3:3])[CH3:2], predict the reactants needed to synthesize it. The reactants are: [C:1]([O:5][C:6]([NH:8][C@H:9]([CH3:12])[CH2:10][OH:11])=[O:7])([CH3:4])([CH3:3])[CH3:2].[C:13]1(O)[CH:18]=[CH:17][CH:16]=[CH:15][CH:14]=1.C1(P(C2C=CC=CC=2)C2C=CC=CC=2)C=CC=CC=1.CC(OC(/N=N/C(OC(C)C)=O)=O)C. (7) Given the product [F:1][C:2]1[C:11]([O:12][CH3:13])=[C:10]([C:14]#[C:15][C:16]([CH3:19])([CH3:18])[CH3:17])[CH:9]=[CH:8][C:3]=1[C:4]([OH:6])=[O:5], predict the reactants needed to synthesize it. The reactants are: [F:1][C:2]1[C:11]([O:12][CH3:13])=[C:10]([C:14]#[C:15][C:16]([CH3:19])([CH3:18])[CH3:17])[CH:9]=[CH:8][C:3]=1[C:4]([O:6]C)=[O:5].[OH-].[Na+].